From a dataset of Peptide-MHC class I binding affinity with 185,985 pairs from IEDB/IMGT. Regression. Given a peptide amino acid sequence and an MHC pseudo amino acid sequence, predict their binding affinity value. This is MHC class I binding data. (1) The peptide sequence is LKFSLPFPFLYKFLL. The MHC is HLA-A24:02 with pseudo-sequence HLA-A24:02. The binding affinity (normalized) is 0.317. (2) The peptide sequence is LTPEQKAYV. The MHC is Mamu-B01 with pseudo-sequence Mamu-B01. The binding affinity (normalized) is 0. (3) The peptide sequence is ILAALFMYY. The binding affinity (normalized) is 0.0323. The MHC is HLA-A33:01 with pseudo-sequence HLA-A33:01. (4) The peptide sequence is EPTAPPEESF. The MHC is HLA-B35:03 with pseudo-sequence HLA-B35:03. The binding affinity (normalized) is 0. (5) The peptide sequence is MQQSGDEAF. The MHC is HLA-B35:01 with pseudo-sequence HLA-B35:01. The binding affinity (normalized) is 0.538.